Dataset: Forward reaction prediction with 1.9M reactions from USPTO patents (1976-2016). Task: Predict the product of the given reaction. (1) Given the reactants Br[C:2]1[CH:3]=[C:4]([CH2:8][CH:9]([NH:15][C:16]([O:18][C:19]([CH3:22])([CH3:21])[CH3:20])=[O:17])[CH2:10][C:11]([O:13][CH3:14])=[O:12])[CH:5]=[CH:6][CH:7]=1.[CH3:23][Si:24]([CH3:67])([CH3:66])[CH2:25][CH2:26][O:27][C:28](=[O:65])[C@H:29]([CH2:41][C:42]1[CH:47]=[C:46](B2OC(C)(C)C(C)(C)O2)[CH:45]=[CH:44][C:43]=1[O:57][CH2:58][C:59]1[CH:64]=[CH:63][CH:62]=[CH:61][CH:60]=1)[NH:30][C:31]([O:33][CH2:34][C:35]1[CH:40]=[CH:39][CH:38]=[CH:37][CH:36]=1)=[O:32].C(=O)([O-])[O-].[Cs+].[Cs+], predict the reaction product. The product is: [CH2:58]([O:57][C:43]1[CH:44]=[CH:45][C:46]([C:2]2[CH:7]=[CH:6][CH:5]=[C:4]([CH2:8][CH:9]([NH:15][C:16]([O:18][C:19]([CH3:22])([CH3:21])[CH3:20])=[O:17])[CH2:10][C:11]([O:13][CH3:14])=[O:12])[CH:3]=2)=[CH:47][C:42]=1[CH2:41][C@H:29]([NH:30][C:31]([O:33][CH2:34][C:35]1[CH:36]=[CH:37][CH:38]=[CH:39][CH:40]=1)=[O:32])[C:28](=[O:65])[O:27][CH2:26][CH2:25][Si:24]([CH3:67])([CH3:66])[CH3:23])[C:59]1[CH:64]=[CH:63][CH:62]=[CH:61][CH:60]=1. (2) Given the reactants COC(=O)C1C=CC=C(N[C:11](=[O:38])[CH2:12][N:13]2[N:19]=[C:18]([CH:20]3[CH2:25][CH2:24][CH2:23][CH2:22][CH2:21]3)[C:17]3[CH:26]=[CH:27][CH:28]=[CH:29][C:16]=3[N:15]([CH2:30][C:31](=[O:36])[C:32]([CH3:35])([CH3:34])[CH3:33])[C:14]2=[O:37])C=1.[CH2:40]([O:42]C(C1SC=C(C2C=CC=C(N)C=2)N=1)=O)[CH3:41], predict the reaction product. The product is: [CH2:40]([O:42][C:11](=[O:38])[CH2:12][N:13]1[N:19]=[C:18]([CH:20]2[CH2:21][CH2:22][CH2:23][CH2:24][CH2:25]2)[C:17]2[CH:26]=[CH:27][CH:28]=[CH:29][C:16]=2[N:15]([CH2:30][C:31](=[O:36])[C:32]([CH3:34])([CH3:33])[CH3:35])[C:14]1=[O:37])[CH3:41]. (3) Given the reactants [C:1]([C:4]1[CH:13]=[CH:12][C:7]([C:8]([O:10][CH3:11])=[O:9])=[CH:6][C:5]=1[O:14][CH3:15])(=O)[CH3:2].Cl.[NH2:17][OH:18].C([O-])(=O)C.[Na+], predict the reaction product. The product is: [OH:18][N:17]=[C:1]([C:4]1[CH:13]=[CH:12][C:7]([C:8]([O:10][CH3:11])=[O:9])=[CH:6][C:5]=1[O:14][CH3:15])[CH3:2]. (4) Given the reactants [CH3:1][C:2]1[CH:10]=[CH:9][C:5]2[N:6]=[CH:7][O:8][C:4]=2[CH:3]=1.[Br:11]N1C(=O)CCC1=O, predict the reaction product. The product is: [Br:11][CH2:1][C:2]1[CH:10]=[CH:9][C:5]2[N:6]=[CH:7][O:8][C:4]=2[CH:3]=1.